The task is: Predict the reaction yield, written as a fraction of the theoretical maximum amount of product (1.0 means a 100% yield; for example, 0.34 means a 34% yield).. This data is from Reaction yield outcomes from USPTO patents with 853,638 reactions. (1) The catalyst is CN(C)C=O.O. The product is [F:1][C:2]1[CH:3]=[C:4]2[C:9](=[CH:10][CH:11]=1)[CH:8]=[C:7]([CH2:12][C:13]([OH:15])=[O:14])[CH:6]=[C:5]2[S:16][C:18]1[CH:23]=[CH:22][C:21]([S:24]([CH3:27])(=[O:26])=[O:25])=[CH:20][CH:19]=1. The yield is 0.746. The reactants are [F:1][C:2]1[CH:3]=[C:4]2[C:9](=[CH:10][CH:11]=1)[CH:8]=[C:7]([CH2:12][C:13]([OH:15])=[O:14])[CH:6]=[C:5]2[SH:16].F[C:18]1[CH:23]=[CH:22][C:21]([S:24]([CH3:27])(=[O:26])=[O:25])=[CH:20][CH:19]=1.C(=O)([O-])[O-].[K+].[K+]. (2) The reactants are [CH:1]1([C@H:6]([OH:29])[C@H:7]([N:18]2C(=O)C3C(=CC=CC=3)C2=O)[CH2:8][N:9]([CH3:17])[C:10]([O:12][C:13]([CH3:16])([CH3:15])[CH3:14])=[O:11])[CH2:5][CH2:4][CH2:3][CH2:2]1.O.NN.CCOCC. The catalyst is CCO. The product is [NH2:18][C@@H:7]([C@H:6]([CH:1]1[CH2:2][CH2:3][CH2:4][CH2:5]1)[OH:29])[CH2:8][N:9]([CH3:17])[C:10](=[O:11])[O:12][C:13]([CH3:16])([CH3:14])[CH3:15]. The yield is 0.360. (3) The reactants are CO[C:3](=[O:21])[C:4]([OH:20])=[CH:5][C:6](=[O:19])[N:7]([CH2:10][C:11]1[CH:16]=[CH:15][C:14]([F:17])=[C:13]([Cl:18])[CH:12]=1)[O:8][CH3:9].C=O.CN.ClC1C=C(C=CC=1Cl)[CH2:30][N:31](C)[C:32](C1CN(C)C(=O)C=1O)=O. No catalyst specified. The product is [Cl:18][C:13]1[CH:12]=[C:11]([CH:16]=[CH:15][C:14]=1[F:17])[CH2:10][N:7]([O:8][CH3:9])[C:6]([C:5]1[CH2:30][N:31]([CH3:32])[C:3](=[O:21])[C:4]=1[OH:20])=[O:19]. The yield is 0.600. (4) The reactants are [Br:1][C:2]1[CH:3]=[C:4]2[C:9](=[CH:10][CH:11]=1)[O:8][CH:7]([C:12]1[CH:17]=[CH:16][C:15]([O:18][C:19]([F:22])([F:21])[F:20])=[CH:14][CH:13]=1)[CH2:6][C:5]2=O.C[Si]([N:28]=[C:29]=[N:30][Si](C)(C)C)(C)C. The catalyst is C(Cl)Cl.Cl[Ti](Cl)(Cl)Cl. The product is [Br:1][C:2]1[CH:3]=[C:4]2[C:9](=[CH:10][CH:11]=1)[O:8][CH:7]([C:12]1[CH:17]=[CH:16][C:15]([O:18][C:19]([F:22])([F:21])[F:20])=[CH:14][CH:13]=1)[CH2:6]/[C:5]/2=[N:30]\[C:29]#[N:28]. The yield is 0.900. (5) The reactants are C(OC(N1CCC(C[O:14][S:15]([CH3:18])(=O)=[O:16])C1)=O)(C)(C)C.[CH2:19]([O:23][C:24]1[CH:25]=[C:26]([CH:34]=[CH:35][CH:36]=1)[CH2:27][N:28]1[CH2:32][CH2:31][CH:30]([OH:33])[CH2:29]1)[CH:20]([CH3:22])[CH3:21].S(Cl)(C)(=O)=O. No catalyst specified. The product is [CH2:19]([O:23][C:24]1[CH:25]=[C:26]([CH:34]=[CH:35][CH:36]=1)[CH2:27][N:28]1[CH2:32][CH2:31][CH:30]([O:33][S:15]([CH3:18])(=[O:16])=[O:14])[CH2:29]1)[CH:20]([CH3:22])[CH3:21]. The yield is 0.600. (6) The catalyst is CN(C1C=CN=CC=1)C.C1COCC1. The product is [F:1][C:2]1[CH:7]=[CH:6][C:5]([NH:8][C:9]2[N:10]([CH3:28])[C:11]3[C:20]4[C:19](=[O:21])[NH:18][C:17]([CH:22]([O:25][C:37](=[O:39])[CH3:38])[CH:23]=[CH2:24])=[C:16]([CH3:26])[C:15]=4[CH:14]=[CH:13][C:12]=3[N:27]=2)=[C:4]([CH3:29])[CH:3]=1. The reactants are [F:1][C:2]1[CH:7]=[CH:6][C:5]([NH:8][C:9]2[N:10]([CH3:28])[C:11]3[C:20]4[C:19](=[O:21])[NH:18][C:17]([CH:22]([OH:25])[CH:23]=[CH2:24])=[C:16]([CH3:26])[C:15]=4[CH:14]=[CH:13][C:12]=3[N:27]=2)=[C:4]([CH3:29])[CH:3]=1.C(N(CC)CC)C.[C:37](OC(=O)C)(=[O:39])[CH3:38].[Cl-].[NH4+]. The yield is 0.550. (7) The reactants are Br[C:2]1[CH:7]=[CH:6][C:5]([S:8]([N:11]([CH2:13][CH3:14])[CH3:12])(=[O:10])=[O:9])=[CH:4][CH:3]=1.[C:15]([C:17]1[N:21]([CH3:22])[C:20](B(O)O)=[CH:19][CH:18]=1)#[N:16].[F-].[K+].C(P(C(C)(C)C)C(C)(C)C)(C)(C)C. The catalyst is C1C=CC(/C=C/C(/C=C/C2C=CC=CC=2)=O)=CC=1.C1C=CC(/C=C/C(/C=C/C2C=CC=CC=2)=O)=CC=1.C1C=CC(/C=C/C(/C=C/C2C=CC=CC=2)=O)=CC=1.[Pd].[Pd]. The product is [C:15]([C:17]1[N:21]([CH3:22])[C:20]([C:2]2[CH:7]=[CH:6][C:5]([S:8]([N:11]([CH2:13][CH3:14])[CH3:12])(=[O:10])=[O:9])=[CH:4][CH:3]=2)=[CH:19][CH:18]=1)#[N:16]. The yield is 0.140. (8) The reactants are CO[C:3]([C:5]1[S:6][CH:7]=[CH:8][C:9]=1[NH2:10])=[O:4].[NH2:11][C:12](N)=[O:13]. The catalyst is O. The product is [NH:10]1[C:9]2[CH:8]=[CH:7][S:6][C:5]=2[C:3](=[O:4])[NH:11][C:12]1=[O:13]. The yield is 0.940.